Dataset: Reaction yield outcomes from USPTO patents with 853,638 reactions. Task: Predict the reaction yield, written as a fraction of the theoretical maximum amount of product (1.0 means a 100% yield; for example, 0.34 means a 34% yield). (1) The product is [NH2:51][C:49](=[O:50])[CH2:48][N:17]1[C:12](=[N:11][S:8]([C:5]2[CH:6]=[CH:7][C:2]([CH3:1])=[CH:3][CH:4]=2)(=[O:10])=[O:9])[CH:13]=[CH:14][C:15]([O:18][C:19]2[CH:20]=[C:21]([NH:25][C:26](=[O:37])[C:27]3[CH:32]=[CH:31][CH:30]=[C:29]([C:33]([F:35])([F:36])[F:34])[CH:28]=3)[CH:22]=[CH:23][CH:24]=2)=[CH:16]1. The reactants are [CH3:1][C:2]1[CH:7]=[CH:6][C:5]([S:8]([NH:11][C:12]2[N:17]=[CH:16][C:15]([O:18][C:19]3[CH:20]=[C:21]([NH:25][C:26](=[O:37])[C:27]4[CH:32]=[CH:31][CH:30]=[C:29]([C:33]([F:36])([F:35])[F:34])[CH:28]=4)[CH:22]=[CH:23][CH:24]=3)=[CH:14][CH:13]=2)(=[O:10])=[O:9])=[CH:4][CH:3]=1.C(N(CC)C(C)C)(C)C.I[CH2:48][C:49]([NH2:51])=[O:50].O. The catalyst is CN(C)C=O. The yield is 0.610. (2) The reactants are O=C1C2C(=CC=CC=2)C(=O)[N:3]1[CH2:12][CH2:13][CH2:14][N:15]1[CH:20]=[C:19]([F:21])[CH:18]=[C:17]([C@H:22]2[CH2:26][CH2:25][CH2:24][N:23]2[C:27]2[CH:32]=[CH:31][N:30]3[N:33]=[CH:34][C:35]([C:36]([O:38][CH2:39][CH3:40])=[O:37])=[C:29]3[N:28]=2)[C:16]1=[O:41].CO.C1COCC1.NN.O. The yield is 0.720. The catalyst is O. The product is [NH2:3][CH2:12][CH2:13][CH2:14][N:15]1[CH:20]=[C:19]([F:21])[CH:18]=[C:17]([C@H:22]2[CH2:26][CH2:25][CH2:24][N:23]2[C:27]2[CH:32]=[CH:31][N:30]3[N:33]=[CH:34][C:35]([C:36]([O:38][CH2:39][CH3:40])=[O:37])=[C:29]3[N:28]=2)[C:16]1=[O:41].